Predict the reactants needed to synthesize the given product. From a dataset of Full USPTO retrosynthesis dataset with 1.9M reactions from patents (1976-2016). (1) Given the product [F:23][C:18]1[C:17]([C:13]2[CH:12]=[C:11]([N:9]3[CH:10]=[C:6]([C:4]([C:26]4[CH:31]=[CH:30][CH:29]=[CH:28][C:27]=4[O:32][CH3:33])=[O:5])[N:7]=[CH:8]3)[CH:16]=[CH:15][CH:14]=2)=[CH:22][CH:21]=[CH:20][N:19]=1, predict the reactants needed to synthesize it. The reactants are: CON(C)[C:4]([C:6]1[N:7]=[CH:8][N:9]([C:11]2[CH:16]=[CH:15][CH:14]=[C:13]([C:17]3[C:18]([F:23])=[N:19][CH:20]=[CH:21][CH:22]=3)[CH:12]=2)[CH:10]=1)=[O:5].Br[C:26]1[CH:31]=[CH:30][CH:29]=[CH:28][C:27]=1[O:32][CH3:33]. (2) Given the product [CH3:7][N:8]([C:18]1[CH:19]=[CH:20][C:21]([NH:24][C:25]([NH:27][C:28]2[CH:33]=[CH:32][CH:31]=[CH:30][CH:29]=2)=[O:26])=[CH:22][CH:23]=1)[S:9]([C:12]1[S:13][C:14]([CH:1]2[CH2:2][CH2:3]2)=[CH:15][CH:16]=1)(=[O:11])=[O:10], predict the reactants needed to synthesize it. The reactants are: [CH:1]1(B(O)O)[CH2:3][CH2:2]1.[CH3:7][N:8]([C:18]1[CH:23]=[CH:22][C:21]([NH:24][C:25]([NH:27][C:28]2[CH:33]=[CH:32][CH:31]=[CH:30][CH:29]=2)=[O:26])=[CH:20][CH:19]=1)[S:9]([C:12]1[S:13][C:14](Br)=[CH:15][CH:16]=1)(=[O:11])=[O:10].C([O-])([O-])=O.[Na+].[Na+]. (3) Given the product [Cl:1][C:2]1[CH:10]=[C:9]2[C:5]([CH:6]=[C:7]([C:13]([NH:14][CH:15]([C:20]3[CH:25]=[CH:24][CH:23]=[C:22]([C:26]([F:27])([F:28])[F:29])[CH:21]=3)[C:16]([F:19])([F:17])[F:18])=[O:30])[N:8]2[CH2:11][CH3:12])=[CH:4][C:3]=1[C:31]([NH:41][C:42]1([C:45]#[N:46])[CH2:44][CH2:43]1)=[O:33], predict the reactants needed to synthesize it. The reactants are: [Cl:1][C:2]1[CH:10]=[C:9]2[C:5]([CH:6]=[C:7]([C:13](=[O:30])[NH:14][CH:15]([C:20]3[CH:25]=[CH:24][CH:23]=[C:22]([C:26]([F:29])([F:28])[F:27])[CH:21]=3)[C:16]([F:19])([F:18])[F:17])[N:8]2[CH2:11][CH3:12])=[CH:4][C:3]=1[C:31]([OH:33])=O.C(Cl)(=O)C(Cl)=O.Cl.[NH2:41][C:42]1([C:45]#[N:46])[CH2:44][CH2:43]1.C(N(C(C)C)CC)(C)C. (4) Given the product [CH2:29]([O:28][C:26](=[O:27])[CH2:25][NH:24][C:19]1[CH:18]=[C:17]([CH:13]2[CH2:14][CH2:15][CH2:16][NH:11][CH2:12]2)[CH:22]=[CH:21][C:20]=1[CH3:23])[CH3:30], predict the reactants needed to synthesize it. The reactants are: C(OC([N:11]1[CH2:16][CH2:15][CH2:14][CH:13]([C:17]2[CH:22]=[CH:21][C:20]([CH3:23])=[C:19]([NH:24][CH2:25][C:26]([O:28][CH2:29][CH3:30])=[O:27])[CH:18]=2)[CH2:12]1)=O)C1C=CC=CC=1.